Dataset: Forward reaction prediction with 1.9M reactions from USPTO patents (1976-2016). Task: Predict the product of the given reaction. (1) Given the reactants [CH3:1][O:2][C:3]1[CH:4]=[C:5]2[C:9](=[CH:10][CH:11]=1)[NH:8][CH:7]=[C:6]2[CH2:12][CH2:13]O.C(Br)(Br)(Br)[Br:16].C1C=CC(P(C2C=CC=CC=2)C2C=CC=CC=2)=CC=1, predict the reaction product. The product is: [Br:16][CH2:13][CH2:12][C:6]1[C:5]2[C:9](=[CH:10][CH:11]=[C:3]([O:2][CH3:1])[CH:4]=2)[NH:8][CH:7]=1. (2) Given the reactants [CH3:1][O:2][CH:3]([O:6][CH3:7])[CH2:4][NH2:5].[O-]S([O-])(=O)=O.[Mg+2].[CH:14]1[C:19]([CH:20]=O)=[CH:18][C:17]2[O:22][CH2:23][O:24][C:16]=2[CH:15]=1, predict the reaction product. The product is: [CH2:23]1[O:24][C:16]2[CH:15]=[CH:14][C:19]([CH:20]=[N:5][CH2:4][CH:3]([O:6][CH3:7])[O:2][CH3:1])=[CH:18][C:17]=2[O:22]1. (3) The product is: [CH3:1][O:2][CH2:3][O:4][C:5]1[CH:6]=[C:7]([C@H:11]([N:14]2[CH2:18][CH2:17][C@H:16]([O:19][CH2:20][O:21][CH3:22])[CH2:15]2)[CH2:12][OH:13])[CH:8]=[CH:9][CH:10]=1.[CH3:23][O:24][CH2:25][O:26][C:27]1[CH:28]=[C:29]([C@@H:33]([OH:44])[CH2:34][N:35]2[CH2:39][CH2:38][C@H:37]([O:40][CH2:41][O:42][CH3:43])[CH2:36]2)[CH:30]=[CH:31][CH:32]=1.[CH3:23][O:24][CH2:25][O:26][C:27]1[CH:28]=[C:29]([C@@H:33]([N:46]([C:47]2[CH:56]=[CH:55][C:50]([C:51]([O:53][CH3:54])=[O:52])=[CH:49][CH:48]=2)[CH3:45])[CH2:34][N:35]2[CH2:39][CH2:38][C@H:37]([O:40][CH2:41][O:42][CH3:43])[CH2:36]2)[CH:30]=[CH:31][CH:32]=1. Given the reactants [CH3:1][O:2][CH2:3][O:4][C:5]1[CH:6]=[C:7]([C@H:11]([N:14]2[CH2:18][CH2:17][C@H:16]([O:19][CH2:20][O:21][CH3:22])[CH2:15]2)[CH2:12][OH:13])[CH:8]=[CH:9][CH:10]=1.[CH3:23][O:24][CH2:25][O:26][C:27]1[CH:28]=[C:29]([C@@H:33]([OH:44])[CH2:34][N:35]2[CH2:39][CH2:38][C@H:37]([O:40][CH2:41][O:42][CH3:43])[CH2:36]2)[CH:30]=[CH:31][CH:32]=1.[CH3:45][NH:46][C:47]1[CH:56]=[CH:55][C:50]([C:51]([O:53][CH3:54])=[O:52])=[CH:49][CH:48]=1, predict the reaction product. (4) Given the reactants [CH3:1][O:2][C:3]1[CH:40]=[CH:39][C:6]([CH2:7][N:8]([CH2:30][C:31]2[CH:36]=[CH:35][C:34]([O:37][CH3:38])=[CH:33][CH:32]=2)[C:9]2[N:14]=[CH:13][C:12]([C:15]3[C:16]4[CH2:29][CH2:28][NH:27][C:17]=4[N:18]=[C:19]([N:21]4[CH2:26][CH2:25][O:24][CH2:23][CH2:22]4)[N:20]=3)=[CH:11][N:10]=2)=[CH:5][CH:4]=1.Br[C:42]1[CH:43]=[C:44]([CH:55]=[CH:56][C:57]=1[CH3:58])[C:45]([NH:47][CH2:48][C:49]1[CH:50]=[N:51][CH:52]=[CH:53][CH:54]=1)=[O:46], predict the reaction product. The product is: [CH3:38][O:37][C:34]1[CH:33]=[CH:32][C:31]([CH2:30][N:8]([CH2:7][C:6]2[CH:5]=[CH:4][C:3]([O:2][CH3:1])=[CH:40][CH:39]=2)[C:9]2[N:10]=[CH:11][C:12]([C:15]3[C:16]4[CH2:29][CH2:28][N:27]([C:42]5[CH:43]=[C:44]([CH:55]=[CH:56][C:57]=5[CH3:58])[C:45]([NH:47][CH2:48][C:49]5[CH:50]=[N:51][CH:52]=[CH:53][CH:54]=5)=[O:46])[C:17]=4[N:18]=[C:19]([N:21]4[CH2:26][CH2:25][O:24][CH2:23][CH2:22]4)[N:20]=3)=[CH:13][N:14]=2)=[CH:36][CH:35]=1. (5) Given the reactants C([O:3][C:4](=[O:30])[CH2:5][S:6][C:7]1[S:11][C:10]([NH:12][C:13]([N:15](CC2CCCC2)[C:16]2[CH:21]=[CH:20][C:19]([F:22])=[CH:18][C:17]=2[F:23])=[O:14])=[N:9][CH:8]=1)C.[CH:31]1(CN(C2C=CC(S(C)(=O)=O)=CC=2)C(=O)NC2SC=C(CC(O)=O)N=2)[CH2:35][CH2:34][CH2:33][CH2:32]1.[CH:60]1(CNC2C=CC(F)=CC=2F)CCCC1.C(OC(=O)CSC1SC(N)=NC=1)C, predict the reaction product. The product is: [CH:31]1([N:15]([C:16]2[CH:21]=[CH:20][C:19]([F:22])=[CH:18][C:17]=2[F:23])[C:13](=[O:14])[N:12]([CH3:60])[C:10]2[S:11][C:7]([S:6][CH2:5][C:4]([OH:3])=[O:30])=[CH:8][N:9]=2)[CH2:35][CH2:34][CH2:33][CH2:32]1.